Dataset: Full USPTO retrosynthesis dataset with 1.9M reactions from patents (1976-2016). Task: Predict the reactants needed to synthesize the given product. (1) Given the product [F:1][C:2]1[CH:3]=[C:4]([O:8][CH:9]([CH2:13][CH2:12][OH:11])[C:10]([OH:14])=[O:16])[CH:5]=[N:6][CH:7]=1, predict the reactants needed to synthesize it. The reactants are: [F:1][C:2]1[CH:3]=[C:4]([O:8][CH:9]2[CH2:13][CH2:12][O:11][C:10]2=[O:14])[CH:5]=[N:6][CH:7]=1.[Li+].[OH-:16]. (2) Given the product [NH:7]1[C:8]2[C:13](=[CH:12][CH:11]=[CH:10][CH:9]=2)[C:5]([C:3](=[O:4])[CH:2]([N:21]([C:22]2[CH:27]=[CH:26][CH:25]=[C:24]([O:28][CH3:29])[CH:23]=2)[CH3:20])[C:14]2[CH:19]=[CH:18][CH:17]=[CH:16][CH:15]=2)=[CH:6]1, predict the reactants needed to synthesize it. The reactants are: Cl[CH:2]([C:14]1[CH:19]=[CH:18][CH:17]=[CH:16][CH:15]=1)[C:3]([C:5]1[C:13]2[C:8](=[CH:9][CH:10]=[CH:11][CH:12]=2)[NH:7][CH:6]=1)=[O:4].[CH3:20][NH:21][C:22]1[CH:27]=[CH:26][CH:25]=[C:24]([O:28][CH3:29])[CH:23]=1.CCN(C(C)C)C(C)C.